Dataset: Reaction yield outcomes from USPTO patents with 853,638 reactions. Task: Predict the reaction yield, written as a fraction of the theoretical maximum amount of product (1.0 means a 100% yield; for example, 0.34 means a 34% yield). (1) The reactants are [C:1](/[N:3]=[C:4](\SC)/[NH:5][C:6]1[CH:11]=[CH:10][C:9]([S:12](=[O:17])(=[O:16])[N:13]([CH3:15])[CH3:14])=[CH:8][CH:7]=1)#[N:2].[NH2:20][NH2:21]. The catalyst is C(O)C. The product is [NH2:2][C:1]1[NH:21][N:20]=[C:4]([NH:5][C:6]2[CH:11]=[CH:10][C:9]([S:12]([N:13]([CH3:15])[CH3:14])(=[O:17])=[O:16])=[CH:8][CH:7]=2)[N:3]=1. The yield is 0.880. (2) The reactants are [F:1][C:2]1[CH:10]=[C:9]2[C:5]([C:6]([C:20]3[CH:21]=[N:22][N:23]([CH:25]4[CH2:30][CH2:29][C:28](=[O:31])[CH2:27][CH2:26]4)[CH:24]=3)=[CH:7][N:8]2[S:11]([C:14]2[CH:19]=[CH:18][CH:17]=[CH:16][CH:15]=2)(=[O:13])=[O:12])=[CH:4][CH:3]=1.[BH4-].[Na+]. The catalyst is CO. The product is [F:1][C:2]1[CH:10]=[C:9]2[C:5]([C:6]([C:20]3[CH:21]=[N:22][N:23]([C@H:25]4[CH2:26][CH2:27][C@H:28]([OH:31])[CH2:29][CH2:30]4)[CH:24]=3)=[CH:7][N:8]2[S:11]([C:14]2[CH:15]=[CH:16][CH:17]=[CH:18][CH:19]=2)(=[O:13])=[O:12])=[CH:4][CH:3]=1. The yield is 0.160. (3) The reactants are [F:1][C:2]1[CH:26]=[CH:25][C:5]([CH2:6][C:7]2([CH2:11][O:12][C:13]([NH:15][C@@H:16]([CH2:21][CH2:22][CH2:23][CH3:24])[C:17]([O:19]C)=O)=[O:14])[CH2:10][CH2:9][CH2:8]2)=[CH:4][CH:3]=1.O.[OH-].[Li+].Cl.[C:31]1([P:37](=[CH:50][C:51]#[N:52])([C:44]2[CH:49]=[CH:48][CH:47]=[CH:46][CH:45]=2)[C:38]2[CH:43]=[CH:42][CH:41]=[CH:40][CH:39]=2)[CH:36]=[CH:35][CH:34]=[CH:33][CH:32]=1.Cl.CN(C)CCCN=C=NCC. The catalyst is O1CCCC1.O.ClCCl. The product is [C:51]([C:50](=[P:37]([C:38]1[CH:43]=[CH:42][CH:41]=[CH:40][CH:39]=1)([C:31]1[CH:32]=[CH:33][CH:34]=[CH:35][CH:36]=1)[C:44]1[CH:49]=[CH:48][CH:47]=[CH:46][CH:45]=1)[C:17]([C@@H:16]([NH:15][C:13](=[O:14])[O:12][CH2:11][C:7]1([CH2:6][C:5]2[CH:4]=[CH:3][C:2]([F:1])=[CH:26][CH:25]=2)[CH2:10][CH2:9][CH2:8]1)[CH2:21][CH2:22][CH2:23][CH3:24])=[O:19])#[N:52]. The yield is 3.00. (4) The catalyst is C(Cl)Cl.CN(C1C=CN=CC=1)C. The reactants are [C:1]1([S:7]([C:10]([CH:16]2[CH2:28][CH2:27][C:26]3[C:25]4[C:20](=[CH:21][CH:22]=[C:23]([Cl:29])[CH:24]=4)[NH:19][C:18]=3[CH2:17]2)([F:15])[C:11]([NH:13][CH3:14])=[O:12])(=[O:9])=[O:8])[CH:6]=[CH:5][CH:4]=[CH:3][CH:2]=1.CCN(CC)CC.[C:37]([O:41][C:42](=O)[O:43]C(C)(C)C)([CH3:40])([CH3:39])[CH3:38]. The product is [C:37]([O:41][C:42]([N:19]1[C:18]2[CH2:17][CH:16]([C:10]([S:7]([C:1]3[CH:2]=[CH:3][CH:4]=[CH:5][CH:6]=3)(=[O:8])=[O:9])([F:15])[C:11](=[O:12])[NH:13][CH3:14])[CH2:28][CH2:27][C:26]=2[C:25]2[C:20]1=[CH:21][CH:22]=[C:23]([Cl:29])[CH:24]=2)=[O:43])([CH3:40])([CH3:39])[CH3:38]. The yield is 0.590. (5) The reactants are Br[CH2:2][C:3]([C:5]1[CH:10]=[C:9]([Cl:11])[CH:8]=[CH:7][C:6]=1[OH:12])=O.[NH2:13][C:14]([NH2:16])=[S:15].C(=O)([O-])O.[Na+]. The catalyst is C(O)C. The product is [NH2:16][C:14]1[S:15][CH:2]=[C:3]([C:5]2[CH:10]=[C:9]([Cl:11])[CH:8]=[CH:7][C:6]=2[OH:12])[N:13]=1. The yield is 0.645.